From a dataset of NCI-60 drug combinations with 297,098 pairs across 59 cell lines. Regression. Given two drug SMILES strings and cell line genomic features, predict the synergy score measuring deviation from expected non-interaction effect. (1) Drug 1: C1=CN(C=N1)CC(O)(P(=O)(O)O)P(=O)(O)O. Drug 2: C1=NNC2=C1C(=O)NC=N2. Cell line: NCI-H522. Synergy scores: CSS=4.22, Synergy_ZIP=-6.44, Synergy_Bliss=-8.79, Synergy_Loewe=-2.67, Synergy_HSA=-3.47. (2) Drug 1: CC1C(C(CC(O1)OC2CC(CC3=C2C(=C4C(=C3O)C(=O)C5=C(C4=O)C(=CC=C5)OC)O)(C(=O)C)O)N)O.Cl. Drug 2: C1=CC=C(C=C1)NC(=O)CCCCCCC(=O)NO. Cell line: T-47D. Synergy scores: CSS=19.9, Synergy_ZIP=-0.0482, Synergy_Bliss=4.74, Synergy_Loewe=5.41, Synergy_HSA=5.76.